From a dataset of Forward reaction prediction with 1.9M reactions from USPTO patents (1976-2016). Predict the product of the given reaction. (1) Given the reactants [Cl-].[Li+].[CH3:3][O:4][C:5]([CH2:7]P(OC)(OC)=O)=[O:6].C1CCN2C(=NCCC2)CC1.[S:25]1[C:29]2[CH:30]=[CH:31][CH:32]=[CH:33][C:28]=2[C:27]([CH:34]=O)=[CH:26]1.[K+].[Br-], predict the reaction product. The product is: [CH3:3][O:4][C:5](=[O:6])[CH:7]=[CH:34][C:27]1[C:28]2[CH:33]=[CH:32][CH:31]=[CH:30][C:29]=2[S:25][CH:26]=1. (2) Given the reactants [NH2:1][C:2]12[CH2:11][CH:6]3[CH2:7][CH:8]([CH2:10][CH:4]([C:5]3=[O:12])[CH2:3]1)[CH2:9]2.C(N(CC)CC)C.[CH3:20][C:21]([O:24][C:25](O[C:25]([O:24][C:21]([CH3:23])([CH3:22])[CH3:20])=[O:26])=[O:26])([CH3:23])[CH3:22].[NH4+].[Cl-], predict the reaction product. The product is: [O:12]=[C:5]1[CH:6]2[CH2:11][C:2]3([NH:1][C:25](=[O:26])[O:24][C:21]([CH3:23])([CH3:22])[CH3:20])[CH2:9][CH:8]([CH2:10][CH:4]1[CH2:3]3)[CH2:7]2. (3) Given the reactants [Cl:1][C:2]1[CH:3]=[C:4]2[C:8](=[CH:9][CH:10]=1)[NH:7][C:6]([C:11]([NH:13][NH2:14])=[O:12])=[CH:5]2.[C:15]1([N:21]=[C:22]=[O:23])[CH:20]=[CH:19][CH:18]=[CH:17][CH:16]=1.C(OCC)C, predict the reaction product. The product is: [Cl:1][C:2]1[CH:3]=[C:4]2[C:8](=[CH:9][CH:10]=1)[NH:7][C:6]([C:11]([NH:13][NH:14][C:22]([NH:21][C:15]1[CH:20]=[CH:19][CH:18]=[CH:17][CH:16]=1)=[O:23])=[O:12])=[CH:5]2. (4) Given the reactants C[N:2]1[CH2:7][C:6]([C:8]([O:10][CH3:11])=[O:9])=[CH:5][CH2:4][CH2:3]1.Br.C(=O)([O-])[O-].[K+].[K+].[Na+].[Cl-].ClC(OC(Cl)C)=O, predict the reaction product. The product is: [NH:2]1[CH2:3][CH2:4][CH:5]=[C:6]([C:8]([O:10][CH3:11])=[O:9])[CH2:7]1. (5) Given the reactants C=O.[NH:3]1[CH2:8][CH2:7][CH:6]([C:9]2[CH:14]=[CH:13][C:12]([NH:15][C:16]3[N:21]=[C:20]([CH2:22][CH2:23][C:24]4[CH:25]=[C:26]([CH:30]=[CH:31][N:32]=4)[C:27]([NH2:29])=[O:28])[C:19]([C:33]([F:36])([F:35])[F:34])=[CH:18][N:17]=3)=[CH:11][CH:10]=2)[CH2:5][CH2:4]1.[C:37](O[BH-](OC(=O)C)OC(=O)C)(=O)C.[Na+].C(OCC)(=O)C, predict the reaction product. The product is: [CH3:37][N:3]1[CH2:4][CH2:5][CH:6]([C:9]2[CH:14]=[CH:13][C:12]([NH:15][C:16]3[N:21]=[C:20]([CH2:22][CH2:23][C:24]4[CH:25]=[C:26]([CH:30]=[CH:31][N:32]=4)[C:27]([NH2:29])=[O:28])[C:19]([C:33]([F:36])([F:34])[F:35])=[CH:18][N:17]=3)=[CH:11][CH:10]=2)[CH2:7][CH2:8]1. (6) The product is: [CH3:22][C:20]1[CH:19]=[C:4]([CH:3]=[C:2]([CH3:1])[CH:21]=1)[CH2:5][C:6]1[C:13]([C:14]#[N:15])=[C:12]([OH:16])[C:11]([OH:17])=[CH:10][C:7]=1[C:8]#[N:9]. Given the reactants [CH3:1][C:2]1[CH:3]=[C:4]([CH:19]=[C:20]([CH3:22])[CH:21]=1)[CH2:5][C:6]1[C:13]([C:14]#[N:15])=[C:12]([OH:16])[C:11]([O:17]C)=[CH:10][C:7]=1[C:8]#[N:9].BrC1C(C#N)=C(O)C(OC)=CC=1C#N.CC1C=C(C=C(C)C=1)CB1OC(C)(C)C(C)(C)O1, predict the reaction product. (7) Given the reactants Cl.[Cl:2][C:3]1[CH:4]=[CH:5][C:6]([S:11]([CH2:14][CH3:15])(=[O:13])=[O:12])=[C:7]([CH:10]=1)[CH2:8][NH2:9].[OH:16][C:17]1[CH:25]=[CH:24][C:20]([C:21](O)=[O:22])=[CH:19][C:18]=1[C:26]([F:29])([F:28])[F:27], predict the reaction product. The product is: [Cl:2][C:3]1[CH:4]=[CH:5][C:6]([S:11]([CH2:14][CH3:15])(=[O:13])=[O:12])=[C:7]([CH2:8][NH:9][C:21](=[O:22])[C:20]2[CH:24]=[CH:25][C:17]([OH:16])=[C:18]([C:26]([F:27])([F:28])[F:29])[CH:19]=2)[CH:10]=1.